Dataset: Forward reaction prediction with 1.9M reactions from USPTO patents (1976-2016). Task: Predict the product of the given reaction. (1) Given the reactants Br[C:2]1[CH:31]=[CH:30][C:5]([CH2:6][N:7]([C:17]2[CH:18]=[CH:19][C:20]3[C:25](=[O:26])[O:24][C:23]([CH3:28])([CH3:27])[O:22][C:21]=3[CH:29]=2)[C:8](=[O:16])[CH2:9][CH2:10][CH:11]2[CH2:15][CH2:14][CH2:13][CH2:12]2)=[CH:4][CH:3]=1.[CH2:32]([C:35]1[CH:40]=[CH:39][C:38]([C:41]#[CH:42])=[CH:37][CH:36]=1)[CH2:33][CH3:34], predict the reaction product. The product is: [CH2:32]([C:35]1[CH:36]=[CH:37][C:38]([C:41]#[C:42][C:2]2[CH:31]=[CH:30][C:5]([CH2:6][N:7]([C:17]3[CH:18]=[CH:19][C:20]4[C:25](=[O:26])[O:24][C:23]([CH3:27])([CH3:28])[O:22][C:21]=4[CH:29]=3)[C:8](=[O:16])[CH2:9][CH2:10][CH:11]3[CH2:12][CH2:13][CH2:14][CH2:15]3)=[CH:4][CH:3]=2)=[CH:39][CH:40]=1)[CH2:33][CH3:34]. (2) The product is: [Cl:31][C:32]1[CH:37]=[CH:36][C:35]([C:38]2[CH:43]=[C:42]([CH3:44])[N:41]3[C:45](=[O:60])[N:46]([CH2:48][C:49]4[CH:50]=[N:51][C:52]([C:55]([F:57])([F:58])[F:56])=[CH:53][CH:54]=4)[N:47]=[C:40]3[C:39]=2[C:61]2[CH:62]=[CH:63][N:64]=[CH:65][CH:66]=2)=[CH:34][CH:33]=1. Given the reactants BrC1C2N(C(=O)N(CC3C=NC(C(F)(F)F)=CC=3)N=2)C(C)=CC=1C1C=CC(Cl)=CC=1.[Cl:31][C:32]1[CH:37]=[CH:36][C:35]([C:38]2[CH:43]=[C:42]([CH3:44])[N:41]3[C:45](=[O:60])[N:46]([CH2:48][C:49]4[C:50](C)=[N:51][C:52]([C:55]([F:58])([F:57])[F:56])=[CH:53][CH:54]=4)[N:47]=[C:40]3[C:39]=2[C:61]2[CH:66]=[CH:65][N:64]=[CH:63][CH:62]=2)=[CH:34][CH:33]=1, predict the reaction product. (3) Given the reactants [NH2:1][C:2]([CH3:6])([CH3:5])[CH2:3][OH:4].CCN(CC)CC.[Br:14][C:15]1[CH:16]=[C:17]([S:21](Cl)(=[O:23])=[O:22])[CH:18]=[N:19][CH:20]=1.C(O)(=O)CC(CC(O)=O)(C(O)=O)O, predict the reaction product. The product is: [OH:4][CH2:3][C:2]([NH:1][S:21]([C:17]1[CH:18]=[N:19][CH:20]=[C:15]([Br:14])[CH:16]=1)(=[O:23])=[O:22])([CH3:6])[CH3:5]. (4) Given the reactants [N:1]1[CH:6]=[CH:5][CH:4]=[C:3]([C:7]2[S:8][CH:9]=[C:10](C(O)=O)[N:11]=2)[CH:2]=1.P([N:31]=[N+]=[N-])(OC1C=CC=CC=1)(OC1C=CC=CC=1)=O.[NH2:34][C:35]1C=CC=[C:37]([OH:41])[N:36]=1.[CH2:42]1[CH2:46][O:45][CH2:44][CH2:43]1, predict the reaction product. The product is: [OH:45][C:46]1[C:35]([NH:36][C:37]([NH:31][C:10]2[N:11]=[C:7]([C:3]3[CH:2]=[N:1][CH:6]=[CH:5][CH:4]=3)[S:8][CH:9]=2)=[O:41])=[N:34][CH:44]=[CH:43][CH:42]=1. (5) Given the reactants Cl[C:2]1[N:11]=[CH:10][C:9]2[N:8]([CH2:12][C:13]([NH:15][CH2:16][CH:17]3[CH2:22][CH2:21][O:20][CH2:19][CH2:18]3)=[O:14])[CH2:7][C@@H:6]3[CH2:23][O:24][CH2:25][CH2:26][N:5]3[C:4]=2[N:3]=1.CC1(C)C(C)(C)OB([C:35]2[CH:36]=[C:37]([C:41]([OH:44])([CH3:43])[CH3:42])[CH:38]=[CH:39][CH:40]=2)O1.C(=O)([O-])[O-].[Na+].[Na+], predict the reaction product. The product is: [OH:44][C:41]([C:37]1[CH:36]=[C:35]([C:2]2[N:11]=[CH:10][C:9]3[N:8]([CH2:12][C:13]([NH:15][CH2:16][CH:17]4[CH2:22][CH2:21][O:20][CH2:19][CH2:18]4)=[O:14])[CH2:7][C@@H:6]4[CH2:23][O:24][CH2:25][CH2:26][N:5]4[C:4]=3[N:3]=2)[CH:40]=[CH:39][CH:38]=1)([CH3:43])[CH3:42].